Dataset: Full USPTO retrosynthesis dataset with 1.9M reactions from patents (1976-2016). Task: Predict the reactants needed to synthesize the given product. (1) Given the product [Cl:1][C:2]1[C:7]([NH:8][S:9]([C:12]2[CH:17]=[CH:16][C:15]([F:18])=[CH:14][C:13]=2[F:19])(=[O:10])=[O:11])=[CH:6][C:5]([C:30]2[CH:31]=[CH:32][C:33]3[N:34]=[CH:35][N:36]=[C:37]([O:40][CH:41]4[CH2:46][CH2:45][O:44][CH2:43][CH2:42]4)[C:38]=3[N:39]=2)=[CH:4][N:3]=1, predict the reactants needed to synthesize it. The reactants are: [Cl:1][C:2]1[C:7]([NH:8][S:9]([C:12]2[CH:17]=[CH:16][C:15]([F:18])=[CH:14][C:13]=2[F:19])(=[O:11])=[O:10])=[CH:6][C:5](B2OC(C)(C)C(C)(C)O2)=[CH:4][N:3]=1.Cl[C:30]1[CH:31]=[CH:32][C:33]2[N:34]=[CH:35][N:36]=[C:37]([O:40][CH:41]3[CH2:46][CH2:45][O:44][CH2:43][CH2:42]3)[C:38]=2[N:39]=1.C(=O)(O)[O-].[Na+]. (2) Given the product [F:1][C:2]1[CH:17]=[CH:16][CH:15]=[C:14]([F:18])[C:3]=1[CH2:4][O:5][C:6]1[C:7]2[N:8]([C:20]([C:19]([O:5][CH2:4][CH3:3])=[O:21])=[C:11]([CH2:6][CH3:7])[N:13]=2)[CH:9]=[C:10]([CH3:12])[CH:11]=1, predict the reactants needed to synthesize it. The reactants are: [F:1][C:2]1[CH:17]=[CH:16][CH:15]=[C:14]([F:18])[C:3]=1[CH2:4][O:5][C:6]1[C:7]([NH2:13])=[N:8][CH:9]=[C:10]([CH3:12])[CH:11]=1.[CH2:19]([OH:21])[CH3:20]. (3) Given the product [CH:1]1([NH:6][C:7]2[C:12]([CH:13]=[N:27][C:22]3[C:23]([F:26])=[CH:24][CH:25]=[C:20]([O:19][CH2:17][CH3:18])[C:21]=3[F:28])=[CH:11][N:10]=[C:9]([S:15][CH3:16])[N:8]=2)[CH2:5][CH2:4][CH2:3][CH2:2]1, predict the reactants needed to synthesize it. The reactants are: [CH:1]1([NH:6][C:7]2[C:12]([CH:13]=O)=[CH:11][N:10]=[C:9]([S:15][CH3:16])[N:8]=2)[CH2:5][CH2:4][CH2:3][CH2:2]1.[CH2:17]([O:19][C:20]1[C:21]([F:28])=[C:22]([NH2:27])[C:23]([F:26])=[CH:24][CH:25]=1)[CH3:18].C12(CS(O)(=O)=O)C(C)(C)C(CC1)CC2=O.